This data is from Full USPTO retrosynthesis dataset with 1.9M reactions from patents (1976-2016). The task is: Predict the reactants needed to synthesize the given product. (1) Given the product [CH3:10][Si:11]([CH3:26])([CH3:25])[C:12]#[C:13][CH2:14][CH2:15][N:2]1[N:3]=[C:4]2[CH:9]=[CH:8][CH:7]=[CH:6][C:5]2=[N:1]1, predict the reactants needed to synthesize it. The reactants are: [NH:1]1[C:5]2[CH:6]=[CH:7][CH:8]=[CH:9][C:4]=2[N:3]=[N:2]1.[CH3:10][Si:11]([CH3:26])([CH3:25])[C:12]#[C:13][CH2:14][CH2:15]N1C2C=CC=CC=2N=N1. (2) Given the product [N:19]1[N:20]=[CH:21][N:17]([C:22]2[CH:23]=[C:24]([NH:25][C:14]([C:1]3[C:13]4[NH:12][C:11]5[C:6](=[CH:7][CH:8]=[CH:9][CH:10]=5)[C:5]=4[CH:4]=[CH:3][CH:2]=3)=[O:16])[CH:26]=[CH:27][CH:28]=2)[CH:18]=1, predict the reactants needed to synthesize it. The reactants are: [C:1]1([C:14]([OH:16])=O)[C:13]2[NH:12][C:11]3[C:6](=[CH:7][CH:8]=[CH:9][CH:10]=3)[C:5]=2[CH:4]=[CH:3][CH:2]=1.[N:17]1([C:22]2[CH:23]=[C:24]([CH:26]=[CH:27][CH:28]=2)[NH2:25])[CH:21]=[N:20][N:19]=[CH:18]1.Cl.C(N=C=NCCCN(C)C)C. (3) Given the product [C:15]([O:18][CH:19]([CH2:28][CH2:29][CH2:30][CH2:31][CH2:32][CH2:33][CH2:34][OH:35])[CH2:20][CH2:21][C:22]#[CH:23])(=[O:17])[CH3:16], predict the reactants needed to synthesize it. The reactants are: C(O)CCCCCC(O)CCCC#C.[C:15]([O:18][CH:19]([CH2:28][CH2:29][CH2:30][CH2:31][CH2:32][CH2:33][CH2:34][O:35][Si](C(C)(C)C)(C)C)[CH2:20][CH2:21][C:22]#[C:23][Si](C)(C)C)(=[O:17])[CH3:16].[N+](CCCC)(CCCC)(CCCC)CCCC.[F-]. (4) Given the product [Br:1][C:2]1[C:3](=[O:13])[C:4]2([CH3:12])[O:10][C:7]([CH3:11])([C:8]=1[O:17][CH:14]([CH3:16])[CH3:15])[CH:6]=[CH:5]2, predict the reactants needed to synthesize it. The reactants are: [Br:1][C:2]1[C:3](=[O:13])[C:4]2([CH3:12])[O:10][C:7]([CH3:11])([C:8]=1Br)[CH:6]=[CH:5]2.[CH:14]([O-:17])([CH3:16])[CH3:15].[Li+].CCCCCC.C(OCC)(=O)C.CCCCCC.P([O-])(O)(O)=O.[Na+]. (5) Given the product [CH2:1]([N:8]1[C:16]2[CH:15]=[CH:14][C:13]3[N:12]([C:32]([CH3:39])=[N:23][N:24]=3)[C:11]=2[CH:10]=[C:9]1[C:18]1[S:22][CH:21]=[N:20][CH:19]=1)[C:2]1[CH:7]=[CH:6][CH:5]=[CH:4][CH:3]=1, predict the reactants needed to synthesize it. The reactants are: [CH2:1]([N:8]1[C:16]2[C:11](=[N:12][C:13](Cl)=[CH:14][CH:15]=2)[CH:10]=[C:9]1[C:18]1[S:22][CH:21]=[N:20][CH:19]=1)[C:2]1[CH:7]=[CH:6][CH:5]=[CH:4][CH:3]=1.[NH:23]([C:32](OC(C)(C)C)=O)[NH:24]C(OC(C)(C)C)=O.[C:39]([O-])([O-])=O.[Cs+].[Cs+]. (6) The reactants are: [NH2:1][C:2]1[NH:3][C:4](=[O:15])[C:5]([C:13]#[N:14])=[C:6]([C:8]2[O:9][CH2:10][CH2:11][CH:12]=2)[N:7]=1.Cl.[N:17]1[CH:22]=[CH:21][CH:20]=[CH:19][C:18]=1[CH2:23]Cl.C(=O)([O-])[O-].[Cs+].[Cs+]. Given the product [NH2:1][C:2]1[N:7]=[C:6]([C:8]2[O:9][CH2:10][CH2:11][CH:12]=2)[C:5]([C:13]#[N:14])=[C:4]([O:15][CH2:23][C:18]2[CH:19]=[CH:20][CH:21]=[CH:22][N:17]=2)[N:3]=1, predict the reactants needed to synthesize it. (7) Given the product [Cl:1][C:2]1[CH:7]=[N:6][C:5]([C:8]2[CH:13]=[CH:12][C:11]([CH:14]([NH:21][C:22]3[CH:23]=[CH:24][C:25]([C:26]([N:32]4[CH2:37][CH2:36][CH2:35][C@@H:34]([C:38]([O:40][CH2:41][CH3:42])=[O:39])[CH2:33]4)=[O:27])=[CH:29][CH:30]=3)[CH2:15][CH2:16][C:17]([F:19])([F:18])[F:20])=[C:10]([CH3:31])[CH:9]=2)=[N:4][CH:3]=1, predict the reactants needed to synthesize it. The reactants are: [Cl:1][C:2]1[CH:3]=[N:4][C:5]([C:8]2[CH:13]=[CH:12][C:11]([CH:14]([NH:21][C:22]3[CH:30]=[CH:29][C:25]([C:26](O)=[O:27])=[CH:24][CH:23]=3)[CH2:15][CH2:16][C:17]([F:20])([F:19])[F:18])=[C:10]([CH3:31])[CH:9]=2)=[N:6][CH:7]=1.[NH:32]1[CH2:37][CH2:36][CH2:35][C@@H:34]([C:38]([O:40][CH2:41][CH3:42])=[O:39])[CH2:33]1.ON1C2C=CC=CC=2N=N1.Cl.C(N=C=NCCCN(C)C)C.C(N(C(C)C)CC)(C)C. (8) Given the product [Cl:1][C:2]1[C:3]([O:27][CH2:28][CH3:29])=[C:4](/[C:17](/[CH2:25][CH3:26])=[C:18](/[F:24])\[CH2:19][OH:20])[CH:5]=[C:6]2[C:11]=1[O:10][C:9]([CH3:13])([CH3:12])[CH:8]=[C:7]2[CH:14]([CH3:15])[CH3:16], predict the reactants needed to synthesize it. The reactants are: [Cl:1][C:2]1[C:3]([O:27][CH2:28][CH3:29])=[C:4](/[C:17](/[CH2:25][CH3:26])=[C:18](/[F:24])\[C:19](OCC)=[O:20])[CH:5]=[C:6]2[C:11]=1[O:10][C:9]([CH3:13])([CH3:12])[CH:8]=[C:7]2[CH:14]([CH3:16])[CH3:15].[H-].C([Al+]CC(C)C)C(C)C.